From a dataset of Forward reaction prediction with 1.9M reactions from USPTO patents (1976-2016). Predict the product of the given reaction. (1) Given the reactants [CH3:1][C:2]1[N:7]([CH2:8][C:9]2[S:10][C:11]([C:14]([F:17])([F:16])[F:15])=[CH:12][CH:13]=2)[C:6](=[O:18])[N:5]=[C:4](SC)[N:3]=1.Cl.[F:22][C:23]1[CH:24]=[C:25]2[C:30](=[CH:31][CH:32]=1)[CH2:29][NH:28][CH2:27][CH2:26]2.C(N(CC)CC)C, predict the reaction product. The product is: [F:22][C:23]1[CH:24]=[C:25]2[C:30](=[CH:31][CH:32]=1)[CH2:29][N:28]([C:4]1[N:3]=[C:2]([CH3:1])[N:7]([CH2:8][C:9]3[S:10][C:11]([C:14]([F:17])([F:16])[F:15])=[CH:12][CH:13]=3)[C:6](=[O:18])[N:5]=1)[CH2:27][CH2:26]2. (2) Given the reactants [CH2:1]([O:4][C:5]1[C:6]([NH2:15])=[CH:7][C:8]2[C:13]([CH:14]=1)=[CH:12][CH:11]=[CH:10][CH:9]=2)[CH2:2][CH3:3].[OH:16][CH:17]=[C:18]([C:24]1[CH:29]=[CH:28][C:27]([O:30][CH3:31])=[CH:26][CH:25]=1)[C:19](OCC)=O, predict the reaction product. The product is: [CH3:31][O:30][C:27]1[CH:28]=[CH:29][C:24]([C:18]2[C:17](=[O:16])[C:7]3[C:8]4[CH:9]=[CH:10][CH:11]=[CH:12][C:13]=4[CH:14]=[C:5]([O:4][CH2:1][CH2:2][CH3:3])[C:6]=3[NH:15][CH:19]=2)=[CH:25][CH:26]=1. (3) Given the reactants [C:1]([C:5]1[CH:10]=[CH:9][C:8]([S:11](Cl)(=[O:13])=[O:12])=[CH:7][CH:6]=1)([CH3:4])([CH3:3])[CH3:2].[F:15][C:16]([C:19]1[CH:23]=[C:22]([NH2:24])[N:21]([C:25]2[CH:34]=[CH:33][CH:32]=[C:31]3[C:26]=2[CH:27]=[CH:28][CH:29]=[N:30]3)[N:20]=1)([F:18])[CH3:17].[OH-].[Li+].[OH-].[Na+].Cl, predict the reaction product. The product is: [C:1]([C:5]1[CH:10]=[CH:9][C:8]([S:11]([NH:24][C:22]2[N:21]([C:25]3[CH:34]=[CH:33][CH:32]=[C:31]4[C:26]=3[CH:27]=[CH:28][CH:29]=[N:30]4)[N:20]=[C:19]([C:16]([F:18])([F:15])[CH3:17])[CH:23]=2)(=[O:13])=[O:12])=[CH:7][CH:6]=1)([CH3:4])([CH3:3])[CH3:2].